Dataset: Forward reaction prediction with 1.9M reactions from USPTO patents (1976-2016). Task: Predict the product of the given reaction. (1) Given the reactants Cl.CNC.[CH2:5]([N:7]([CH2:10][CH3:11])[CH2:8]C)C.BrCC1[C:15]([C:43]([O:45][CH2:46][CH3:47])=[O:44])=[C:16]([NH:28][C:29]([O:31][CH2:32][CH2:33][CH2:34][C:35]2[C:40]([F:41])=[CH:39][CH:38]=[CH:37][C:36]=2[F:42])=[O:30])[S:17][C:18]=1[C:19]1[CH:24]=[CH:23][C:22]([N+:25]([O-:27])=[O:26])=[CH:21][CH:20]=1, predict the reaction product. The product is: [F:42][C:36]1[CH:37]=[CH:38][CH:39]=[C:40]([F:41])[C:35]=1[CH2:34][CH2:33][CH2:32][O:31][C:29]([NH:28][C:16]1[S:17][C:18]([C:19]2[CH:20]=[CH:21][C:22]([N+:25]([O-:27])=[O:26])=[CH:23][CH:24]=2)=[C:11]([CH2:10][N:7]([CH3:5])[CH3:8])[C:15]=1[C:43]([O:45][CH2:46][CH3:47])=[O:44])=[O:30]. (2) Given the reactants C(OC([N:8]([CH3:33])[C:9]1[CH:32]=[CH:31][C:12]2[N:13]=[C:14]([C:16]3[CH:17]=[CH:18][C:19](CNC(=O)OC(C)(C)C)=[N:20][CH:21]=3)[S:15][C:11]=2[CH:10]=1)=O)(C)(C)C.[CH3:34][NH:35]C1N=CC(C2SC3C=C(N)C=CC=3N=2)=CC=1, predict the reaction product. The product is: [CH3:33][NH:8][C:9]1[CH:32]=[CH:31][C:12]2[N:13]=[C:14]([C:16]3[CH:21]=[N:20][C:19]([NH:35][CH3:34])=[CH:18][CH:17]=3)[S:15][C:11]=2[CH:10]=1. (3) Given the reactants [NH2:1][C:2]1[CH:10]=[CH:9][C:5]([C:6]([NH2:8])=[O:7])=[CH:4][CH:3]=1.C[Al](C)C.[F:15][C:16]1[CH:21]=[C:20]([F:22])[CH:19]=[CH:18][C:17]=1[C@@:23]([OH:49])([CH2:43][N:44]1[CH:48]=[N:47][CH:46]=[N:45]1)[C@H:24]([S:26][C@@H:27]1[CH2:32][O:31][C@@H:30]([C:33]2[CH:42]=[CH:41][C:36]([C:37](OC)=[O:38])=[CH:35][CH:34]=2)[O:29][CH2:28]1)[CH3:25], predict the reaction product. The product is: [C:6]([C:5]1[CH:9]=[CH:10][C:2]([NH:1][C:37](=[O:38])[C:36]2[CH:41]=[CH:42][C:33]([C@H:30]3[O:29][CH2:28][C@H:27]([S:26][C@H:24]([CH3:25])[C@:23]([C:17]4[CH:18]=[CH:19][C:20]([F:22])=[CH:21][C:16]=4[F:15])([OH:49])[CH2:43][N:44]4[CH:48]=[N:47][CH:46]=[N:45]4)[CH2:32][O:31]3)=[CH:34][CH:35]=2)=[CH:3][CH:4]=1)(=[O:7])[NH2:8]. (4) Given the reactants [F:1][C:2]1[CH:7]=[CH:6][C:5]([F:8])=[CH:4][C:3]=1[C:9]1[CH2:13][C:12]([CH2:20][CH2:21][CH2:22]O)([C:14]2[CH:19]=[CH:18][CH:17]=[CH:16][CH:15]=2)[N:11]([C:24]([N:26]2[CH2:31][CH2:30][O:29][CH2:28][CH2:27]2)=[O:25])[N:10]=1.C([N:34](CC)CC)C.S(Cl)(C)(=O)=O.C([O-])(O)=O.[Na+].[N-]=[N+]=[N-].[Na+].C1(P(C2C=CC=CC=2)C2C=CC=CC=2)C=CC=CC=1, predict the reaction product. The product is: [F:1][C:2]1[CH:7]=[CH:6][C:5]([F:8])=[CH:4][C:3]=1[C:9]1[CH2:13][C:12]([CH2:20][CH2:21][CH2:22][NH2:34])([C:14]2[CH:15]=[CH:16][CH:17]=[CH:18][CH:19]=2)[N:11]([C:24]([N:26]2[CH2:31][CH2:30][O:29][CH2:28][CH2:27]2)=[O:25])[N:10]=1. (5) Given the reactants O.O.[Sn](Cl)Cl.[N:6]1([C:12]2[CH:23]=[CH:22][C:21]([N+:24]([O-])=O)=[CH:20][C:13]=2[C:14]([O:16][CH2:17][CH:18]=[CH2:19])=[O:15])[CH2:11][CH2:10][O:9][CH2:8][CH2:7]1.C(O)C, predict the reaction product. The product is: [NH2:24][C:21]1[CH:22]=[CH:23][C:12]([N:6]2[CH2:7][CH2:8][O:9][CH2:10][CH2:11]2)=[C:13]([CH:20]=1)[C:14]([O:16][CH2:17][CH:18]=[CH2:19])=[O:15].